From a dataset of Reaction yield outcomes from USPTO patents with 853,638 reactions. Predict the reaction yield, written as a fraction of the theoretical maximum amount of product (1.0 means a 100% yield; for example, 0.34 means a 34% yield). (1) The reactants are Br[CH2:2][CH2:3][O:4][CH3:5].C(=O)([O-])[O-].[K+].[K+].[N:12]1([C:18]2[C:23](=[O:24])[NH:22][CH:21]=[C:20]3[CH2:25][N:26]([CH2:29][CH2:30][C:31]4[CH:40]=[CH:39][C:38]5[C:33](=[CH:34][CH:35]=[CH:36][CH:37]=5)[N:32]=4)[C:27](=[O:28])[C:19]=23)[CH2:17][CH2:16][O:15][CH2:14][CH2:13]1. The catalyst is C(#N)C. The product is [CH3:5][O:4][CH2:3][CH2:2][N:22]1[C:23](=[O:24])[C:18]([N:12]2[CH2:13][CH2:14][O:15][CH2:16][CH2:17]2)=[C:19]2[C:27](=[O:28])[N:26]([CH2:29][CH2:30][C:31]3[CH:40]=[CH:39][C:38]4[C:33](=[CH:34][CH:35]=[CH:36][CH:37]=4)[N:32]=3)[CH2:25][C:20]2=[CH:21]1. The yield is 0.0484. (2) The reactants are [F:1][C:2]([F:15])([F:14])[O:3][C:4]1[CH:13]=[CH:12][C:7]2[NH:8][C:9](=O)[NH:10][C:6]=2[CH:5]=1.C(=O)([O-])[O-].[K+].[K+].P(Cl)(Cl)([Cl:24])=O. No catalyst specified. The product is [Cl:24][C:9]1[NH:8][C:7]2[CH:12]=[CH:13][C:4]([O:3][C:2]([F:15])([F:14])[F:1])=[CH:5][C:6]=2[N:10]=1. The yield is 0.480. (3) The reactants are C(B1[O:11][C@H:10]2[CH2:12][C@H:7]([C@H:8]([CH2:25][CH2:26][C@@H:27](O)[CH2:28][CH2:29][C:30]3[CH:35]=[CH:34][CH:33]=[CH:32][CH:31]=3)[C@H:9]2[CH2:13]/[CH:14]=[CH:15]\[CH2:16][CH2:17][CH2:18][C:19]([O:21][CH:22]([CH3:24])[CH3:23])=[O:20])[O:6]1)CCC.[CH2:37]([CH:40]([CH2:44][C:45]#[CH:46])[C:41]([OH:43])=[O:42])[C:38]#[CH:39].C1CCC(N=C=NC2CCCCC2)CC1. The catalyst is C(Cl)Cl.CN(C1C=CN=CC=1)C.CO. The product is [OH:6][C@@H:7]1[CH2:12][C@H:10]([OH:11])[C@H:9]([CH2:13]/[CH:14]=[CH:15]\[CH2:16][CH2:17][CH2:18][C:19]([O:21][CH:22]([CH3:24])[CH3:23])=[O:20])[C@H:8]1[CH2:25][CH2:26][C@@H:27]([O:42][C:41](=[O:43])[CH:40]([CH2:44][C:45]#[CH:46])[CH2:37][C:38]#[CH:39])[CH2:28][CH2:29][C:30]1[CH:31]=[CH:32][CH:33]=[CH:34][CH:35]=1. The yield is 0.450. (4) The reactants are [Cl:1][CH2:2][CH2:3][CH2:4][O:5][C:6]1[C:11]([O:12][CH3:13])=[CH:10][C:9]([C:14](=[O:16])[CH3:15])=[C:8]([N+:17]([O-])=O)[CH:7]=1.Cl. The catalyst is [Fe].C(O)C. The product is [NH2:17][C:8]1[CH:7]=[C:6]([O:5][CH2:4][CH2:3][CH2:2][Cl:1])[C:11]([O:12][CH3:13])=[CH:10][C:9]=1[C:14](=[O:16])[CH3:15]. The yield is 0.700. (5) The reactants are [C:1]([C:3]1[CH:8]=[CH:7][C:6]([N:9]2[CH2:14][CH2:13][N:12]([C:15]([O:17][C:18]([CH3:21])([CH3:20])[CH3:19])=[O:16])[CH2:11][CH2:10]2)=[CH:5][C:4]=1[N+:22]([O-])=O)#[N:2].[C:25](OC(=O)C)(=[O:27])[CH3:26].C1C[O:35][CH2:34][CH2:33]1. The catalyst is [Ni]. The product is [C:25]([NH:22][C:4]1[CH:5]=[C:6]([N:9]2[CH2:14][CH2:13][N:12]([C:15]([O:17][C:18]([CH3:21])([CH3:20])[CH3:19])=[O:16])[CH2:11][CH2:10]2)[CH:7]=[CH:8][C:3]=1[CH2:1][NH:2][C:34](=[O:35])[CH3:33])(=[O:27])[CH3:26]. The yield is 0.750.